This data is from Full USPTO retrosynthesis dataset with 1.9M reactions from patents (1976-2016). The task is: Predict the reactants needed to synthesize the given product. (1) The reactants are: S(S([O-])=O)([O-])=O.[Na+].[Na+].C(=O)(O)[O-].[Na+].[Cl:14][C:15]([F:24])([F:23])[C:16]([F:22])(I)[C:17]([F:20])([F:19])[F:18].[F:25][CH:26]([F:35])[O:27][C:28]1[CH:34]=[CH:33][CH:32]=[CH:31][C:29]=1[NH2:30]. Given the product [Cl:14][C:15]([F:24])([F:23])[C:16]([C:33]1[CH:32]=[CH:31][C:29]([NH2:30])=[C:28]([O:27][CH:26]([F:25])[F:35])[CH:34]=1)([F:22])[C:17]([F:20])([F:19])[F:18], predict the reactants needed to synthesize it. (2) Given the product [CH:25]1([NH:31][C:20]([C:3]2[C:4](=[O:19])[NH:5][C:6]3[C:11]([C:2]=2[OH:1])=[N:10][CH:9]=[C:8]([CH2:12][C:13]2[CH:14]=[CH:15][CH:16]=[CH:17][CH:18]=2)[CH:7]=3)=[O:21])[CH2:30][CH2:29][CH2:28][CH2:27][CH2:26]1, predict the reactants needed to synthesize it. The reactants are: [OH:1][C:2]1[C:11]2[C:6](=[CH:7][C:8]([CH2:12][C:13]3[CH:18]=[CH:17][CH:16]=[CH:15][CH:14]=3)=[CH:9][N:10]=2)[NH:5][C:4](=[O:19])[C:3]=1[C:20](OCC)=[O:21].[CH:25]1([NH2:31])[CH2:30][CH2:29][CH2:28][CH2:27][CH2:26]1. (3) Given the product [Br:1][C:2]1[C:3]([Cl:24])=[CH:4][C:5]([OH:22])=[C:6]([S:8]([N:11]2[CH2:17][CH2:16][CH2:15][CH2:14][C:13]3[CH:18]=[CH:19][CH:20]=[CH:21][C:12]2=3)(=[O:10])=[O:9])[CH:7]=1, predict the reactants needed to synthesize it. The reactants are: [Br:1][C:2]1[C:3]([Cl:24])=[CH:4][C:5]([O:22]C)=[C:6]([S:8]([N:11]2[CH2:17][CH2:16][CH2:15][CH2:14][C:13]3[CH:18]=[CH:19][CH:20]=[CH:21][C:12]2=3)(=[O:10])=[O:9])[CH:7]=1.B(Br)(Br)Br. (4) The reactants are: [OH:1][C:2]1([CH2:8][NH:9][C:10](=[O:16])[O:11][C:12]([CH3:15])([CH3:14])[CH3:13])[CH2:7][CH2:6][NH:5][CH2:4][CH2:3]1.[N:17]1[CH:22]=[CH:21][CH:20]=[CH:19][C:18]=1[C:23]1[S:24][C:25]([CH:28]=O)=[CH:26][N:27]=1. Given the product [OH:1][C:2]1([CH2:8][NH:9][C:10](=[O:16])[O:11][C:12]([CH3:13])([CH3:15])[CH3:14])[CH2:7][CH2:6][N:5]([CH2:28][C:25]2[S:24][C:23]([C:18]3[CH:19]=[CH:20][CH:21]=[CH:22][N:17]=3)=[N:27][CH:26]=2)[CH2:4][CH2:3]1, predict the reactants needed to synthesize it. (5) The reactants are: [Cl:1][C:2]1[CH:18]=[CH:17][C:5]2[CH2:6][CH2:7][N:8]([C:11](=[O:16])[C:12]([F:15])([F:14])[F:13])[CH2:9][CH2:10][C:4]=2[C:3]=1OS(C(F)(F)F)(=O)=O.[CH2:27]([O:29][C:30]1[CH:37]=[CH:36][C:33]([CH2:34][NH2:35])=[CH:32][C:31]=1[Cl:38])[CH3:28]. Given the product [Cl:1][C:2]1[CH:18]=[CH:17][C:5]2[CH2:6][CH2:7][N:8]([C:11](=[O:16])[C:12]([F:15])([F:14])[F:13])[CH2:9][CH2:10][C:4]=2[C:3]=1[NH:35][CH2:34][C:33]1[CH:36]=[CH:37][C:30]([O:29][CH2:27][CH3:28])=[C:31]([Cl:38])[CH:32]=1, predict the reactants needed to synthesize it. (6) Given the product [Cl:1][CH:2]([C:15]1[CH:20]=[CH:19][CH:18]=[CH:17][CH:16]=1)[C:3]([C:5]1[C:13]2[C:8](=[CH:9][CH:10]=[C:11]([F:14])[CH:12]=2)[N:7]([CH2:22][CH2:23][O:24][CH2:25][O:26][CH3:27])[CH:6]=1)=[O:4].[F:14][C:11]1[CH:12]=[C:13]2[C:8](=[CH:9][CH:10]=1)[N:7]([CH2:22][CH2:23][O:24][CH2:25][O:26][CH3:27])[CH:6]=[C:5]2[C:3](=[O:4])[CH:2]([NH:7][C:8]1[CH:13]=[CH:12][CH:11]=[C:10]([O:31][CH3:28])[CH:9]=1)[C:15]1[CH:20]=[CH:19][CH:18]=[CH:17][CH:16]=1, predict the reactants needed to synthesize it. The reactants are: [Cl:1][CH:2]([C:15]1[CH:20]=[CH:19][CH:18]=[CH:17][CH:16]=1)[C:3]([C:5]1[C:13]2[C:8](=[CH:9][CH:10]=[C:11]([F:14])[CH:12]=2)[NH:7][CH:6]=1)=[O:4].Br[CH2:22][CH2:23][O:24][CH2:25][O:26][CH3:27].[C:28](=[O:31])([O-])[O-].[K+].[K+]. (7) The reactants are: C([O:4][C@@H:5]([C@@H:12]([NH:15][C:16]([O:18][C:19]([CH3:22])([CH3:21])[CH3:20])=[O:17])[CH2:13][CH3:14])[C:6]([NH:8][CH:9]1[CH2:11][CH2:10]1)=[O:7])(=O)C.[OH-].[Na+].CO. Given the product [CH:9]1([NH:8][C:6](=[O:7])[C@@H:5]([OH:4])[C@@H:12]([NH:15][C:16](=[O:17])[O:18][C:19]([CH3:20])([CH3:22])[CH3:21])[CH2:13][CH3:14])[CH2:11][CH2:10]1, predict the reactants needed to synthesize it.